Dataset: Reaction yield outcomes from USPTO patents with 853,638 reactions. Task: Predict the reaction yield, written as a fraction of the theoretical maximum amount of product (1.0 means a 100% yield; for example, 0.34 means a 34% yield). (1) The catalyst is O. The yield is 0.970. The product is [Br:2][C:3]1[N:8]2[CH:9]=[C:10]([C:12]([O:14][CH2:15][CH3:16])=[O:13])[N:11]=[C:7]2[C:6]([N:17]2[CH2:22][CH2:21][N:20]([C:23]([O:25][C:26]([CH3:29])([CH3:28])[CH3:27])=[O:24])[CH2:19][CH2:18]2)=[N:5][CH:4]=1. The reactants are Br.[Br:2][C:3]1[N:8]2[CH:9]=[C:10]([C:12]([O:14][CH2:15][CH3:16])=[O:13])[N:11]=[C:7]2[C:6]([N:17]2[CH2:22][CH2:21][NH:20][CH2:19][CH2:18]2)=[N:5][CH:4]=1.[C:23](O[C:23]([O:25][C:26]([CH3:29])([CH3:28])[CH3:27])=[O:24])([O:25][C:26]([CH3:29])([CH3:28])[CH3:27])=[O:24].CC(C)=O. (2) The reactants are [CH2:1]([N:8]1[CH2:16][C:15]2[C:10](=[CH:11][CH:12]=[C:13]([O:17]C)[CH:14]=2)[CH2:9]1)[C:2]1[CH:7]=[CH:6][CH:5]=[CH:4][CH:3]=1. The catalyst is Br. The product is [CH2:1]([N:8]1[CH2:16][C:15]2[C:10](=[CH:11][CH:12]=[C:13]([OH:17])[CH:14]=2)[CH2:9]1)[C:2]1[CH:3]=[CH:4][CH:5]=[CH:6][CH:7]=1. The yield is 0.490. (3) The reactants are [C:1]([O:4][C@H:5]1[CH2:22][CH2:21][C@@:20]2([CH3:23])[C@@H:7]([CH2:8][CH2:9][C@:10]3([CH3:40])[C@@H:19]2[CH2:18][CH2:17][C@H:16]2[C@@:11]3([CH3:39])[CH2:12][CH2:13][C@@:14]3([CH:31]([CH:33]4SCCCS4)[OH:32])[CH2:26][C:25](=[O:27])[C:24]([CH:28]([CH3:30])[CH3:29])=[C:15]32)[C:6]1([CH3:42])[CH3:41])(=[O:3])[CH3:2].C1C(=O)N(Br)C(=[O:46])C1. The catalyst is C(#N)C.O. The product is [C:1]([O:4][C@H:5]1[CH2:22][CH2:21][C@@:20]2([CH3:23])[C@@H:7]([CH2:8][CH2:9][C@:10]3([CH3:40])[C@@H:19]2[CH2:18][CH2:17][C@H:16]2[C@@:11]3([CH3:39])[CH2:12][CH2:13][C@@:14]3([CH:31]([OH:32])[CH:33]=[O:46])[CH2:26][C:25](=[O:27])[C:24]([CH:28]([CH3:30])[CH3:29])=[C:15]32)[C:6]1([CH3:42])[CH3:41])(=[O:3])[CH3:2]. The yield is 0.557. (4) The reactants are Cl[CH:2]([C:19]1[CH:24]=[CH:23][CH:22]=[CH:21][CH:20]=1)[CH:3]1[CH2:8][CH2:7][N:6]([C:9]([O:11][CH2:12][C:13]2[CH:18]=[CH:17][CH:16]=[CH:15][CH:14]=2)=[O:10])[CH2:5][CH2:4]1.[NH:25]1[CH2:30][CH2:29][O:28][CH2:27][CH2:26]1.C([O-])([O-])=O.[K+].[K+]. The catalyst is CN(C=O)C. The product is [O:28]1[CH2:29][CH2:30][N:25]([CH:2]([C:19]2[CH:24]=[CH:23][CH:22]=[CH:21][CH:20]=2)[CH:3]2[CH2:8][CH2:7][N:6]([C:9]([O:11][CH2:12][C:13]3[CH:18]=[CH:17][CH:16]=[CH:15][CH:14]=3)=[O:10])[CH2:5][CH2:4]2)[CH2:26][CH2:27]1. The yield is 0.320. (5) The reactants are [CH3:1][O:2][C:3](=[O:18])[CH:4]([C:11]1[CH:16]=[CH:15][C:14](I)=[CH:13][CH:12]=1)[CH2:5][CH:6]1[CH2:10][CH2:9][CH2:8][CH2:7]1.[NH:19]1[C:27]2[C:22](=[CH:23][C:24](B(O)O)=[CH:25][CH:26]=2)[CH:21]=[CH:20]1.C(=O)([O-])[O-].[Na+].[Na+]. The catalyst is COCCOC.O.Cl[Pd](Cl)([P](C1C=CC=CC=1)(C1C=CC=CC=1)C1C=CC=CC=1)[P](C1C=CC=CC=1)(C1C=CC=CC=1)C1C=CC=CC=1. The product is [CH3:1][O:2][C:3](=[O:18])[CH:4]([C:11]1[CH:16]=[CH:15][C:14]([C:24]2[CH:23]=[C:22]3[C:27](=[CH:26][CH:25]=2)[NH:19][CH:20]=[CH:21]3)=[CH:13][CH:12]=1)[CH2:5][CH:6]1[CH2:10][CH2:9][CH2:8][CH2:7]1. The yield is 0.360. (6) The reactants are Cl.Cl.[F:3][C:4]1[CH:9]=[CH:8][C:7]([C:10]2[N:14]=[C:13]([CH:15]3[CH2:20][NH:19][CH2:18][CH2:17][N:16]3[CH3:21])[O:12][N:11]=2)=[CH:6][CH:5]=1.C(N(CC)CC)C.[F:29][C:30]1[CH:38]=[CH:37][C:33]([C:34](Cl)=[O:35])=[CH:32][CH:31]=1.[OH-].[Na+]. The catalyst is ClCCl. The product is [F:29][C:30]1[CH:38]=[CH:37][C:33]([C:34]([N:19]2[CH2:18][CH2:17][N:16]([CH3:21])[CH:15]([C:13]3[O:12][N:11]=[C:10]([C:7]4[CH:8]=[CH:9][C:4]([F:3])=[CH:5][CH:6]=4)[N:14]=3)[CH2:20]2)=[O:35])=[CH:32][CH:31]=1. The yield is 0.360. (7) The reactants are [N:1]1[CH:2]=[CH:3][N:4]2[CH:9]=[C:8]([C:10]([OH:12])=O)[CH:7]=[CH:6][C:5]=12.[CH2:13]1[C@H:22]2[C@H:17]([CH2:18][CH2:19][C:20]3[CH:26]=[CH:25][CH:24]=[CH:23][C:21]=32)[NH:16][CH2:15][CH2:14]1.F[P-](F)(F)(F)(F)F.N1(OC(N(C)C)=[N+](C)C)C2N=CC=CC=2N=N1. No catalyst specified. The product is [CH2:13]1[C@H:22]2[C@H:17]([CH2:18][CH2:19][C:20]3[CH:26]=[CH:25][CH:24]=[CH:23][C:21]=32)[N:16]([C:10]([C:8]2[CH:7]=[CH:6][C:5]3[N:4]([CH:3]=[CH:2][N:1]=3)[CH:9]=2)=[O:12])[CH2:15][CH2:14]1. The yield is 0.720. (8) The reactants are [OH:1][CH2:2][CH:3]([N:5]1[C:13]2[C:8](=[C:9]([C:16]([F:19])([F:18])[F:17])[C:10]([C:14]#[N:15])=[CH:11][CH:12]=2)[CH:7]=[C:6]1[CH3:20])[CH3:4].CCN(CC)CC.[CH3:28][S:29](Cl)(=[O:31])=[O:30]. The catalyst is C(Cl)Cl. The product is [CH3:28][S:29]([O:1][CH2:2][CH:3]([N:5]1[C:13]2[C:8](=[C:9]([C:16]([F:19])([F:17])[F:18])[C:10]([C:14]#[N:15])=[CH:11][CH:12]=2)[CH:7]=[C:6]1[CH3:20])[CH3:4])(=[O:31])=[O:30]. The yield is 0.970. (9) The reactants are N1CCCCC1.[CH3:7][O:8][C:9]1[CH:10]=[C:11]([CH:14]=[CH:15][C:16]=1[O:17][CH2:18][CH2:19][C:20]#[C:21][CH2:22][CH2:23][CH2:24][CH3:25])[CH:12]=O.C([CH2:29][C:30]([NH:32][C:33]1[CH:41]=[CH:40][CH:39]=[CH:38][C:34]=1[C:35]([OH:37])=[O:36])=[O:31])(O)=O.CC(O)=O. The product is [CH3:7][O:8][C:9]1[CH:10]=[C:11](/[CH:12]=[CH:29]/[C:30]([NH:32][C:33]2[CH:41]=[CH:40][CH:39]=[CH:38][C:34]=2[C:35]([OH:37])=[O:36])=[O:31])[CH:14]=[CH:15][C:16]=1[O:17][CH2:18][CH2:19][C:20]#[C:21][CH2:22][CH2:23][CH2:24][CH3:25]. The catalyst is C1(C)C=CC=CC=1. The yield is 0.790. (10) The reactants are [CH3:1][C:2]1[CH:3]=[C:4]([CH:7]=[CH:8][C:9]=1[O:10][CH2:11][CH2:12][CH2:13][N:14]1[CH2:19][CH2:18][N:17]([CH3:20])[CH2:16][CH2:15]1)[CH:5]=O.[CH3:21][C:22]1[C:27]([CH3:28])=[CH:26][CH:25]=[C:24]([NH2:29])[C:23]=1[NH2:30]. No catalyst specified. The product is [CH3:21][C:22]1[C:23]2[N:30]=[C:5]([C:4]3[CH:7]=[CH:8][C:9]([O:10][CH2:11][CH2:12][CH2:13][N:14]4[CH2:19][CH2:18][N:17]([CH3:20])[CH2:16][CH2:15]4)=[C:2]([CH3:1])[CH:3]=3)[NH:29][C:24]=2[CH:25]=[CH:26][C:27]=1[CH3:28]. The yield is 0.750.